From a dataset of Catalyst prediction with 721,799 reactions and 888 catalyst types from USPTO. Predict which catalyst facilitates the given reaction. (1) Reactant: [CH2:1]([O:3][C:4]([N:6]1[C:15]2[C:10](=[N:11][C:12]([O:16][CH3:17])=[CH:13][CH:14]=2)[C@@H:9]([NH:18][C:19]2[N:24]=[C:23]([CH2:25][C:26]3[CH:31]=[C:30]([C:32]([F:35])([F:34])[F:33])[CH:29]=[C:28]([C:36]([F:39])([F:38])[F:37])[CH:27]=3)[C:22]([C:40](OCC)=[O:41])=[CH:21][N:20]=2)[CH2:8][C@H:7]1[CH2:45][CH3:46])=[O:5])[CH3:2].[H-].C([Al+]CC(C)C)C(C)C.O1CCCC1.[Cl-].[NH4+]. Product: [CH2:1]([O:3][C:4]([N:6]1[C:15]2[C:10](=[N:11][C:12]([O:16][CH3:17])=[CH:13][CH:14]=2)[C@@H:9]([NH:18][C:19]2[N:24]=[C:23]([CH2:25][C:26]3[CH:27]=[C:28]([C:36]([F:39])([F:37])[F:38])[CH:29]=[C:30]([C:32]([F:33])([F:34])[F:35])[CH:31]=3)[C:22]([CH2:40][OH:41])=[CH:21][N:20]=2)[CH2:8][C@H:7]1[CH2:45][CH3:46])=[O:5])[CH3:2]. The catalyst class is: 7. (2) Reactant: COC(=O)C[N:5]([CH2:16][C:17]1[N:18](S(C2C=CC=CC=2)(=O)=O)[CH:19]=[CH:20][C:21]=1[C:22](OCC)=[O:23])[S:6]([C:9]1[CH:14]=[CH:13][C:12](C)=[CH:11][CH:10]=1)(=[O:8])=[O:7].[Li+].C[Si]([N-][Si](C)(C)C)(C)C.[C:47](=O)=[O:48].C[C:51]([CH3:53])=[O:52]. Product: [OH:23][C:22]1[C:53]([C:51]([O:48][CH3:47])=[O:52])=[N:18][CH:19]=[C:20]2[N:5]([S:6]([C:9]3[CH:14]=[CH:13][CH:12]=[CH:11][CH:10]=3)(=[O:7])=[O:8])[CH:16]=[CH:17][C:21]=12. The catalyst class is: 1.